This data is from Plasma protein binding rate (PPBR) regression data from AstraZeneca. The task is: Regression/Classification. Given a drug SMILES string, predict its absorption, distribution, metabolism, or excretion properties. Task type varies by dataset: regression for continuous measurements (e.g., permeability, clearance, half-life) or binary classification for categorical outcomes (e.g., BBB penetration, CYP inhibition). For this dataset (ppbr_az), we predict Y. (1) The molecule is CC(C)NCC(O)COc1ccc(CCOCC2CC2)cc1. The Y is 27.6 %. (2) The compound is Cc1ccc(S(=O)(=O)Nc2c(C(=O)N[C@@H](C)C(C)(C)C)c(C)nn2C2CCOC2)cc1. The Y is 92.6 %. (3) The compound is COCC1=C(C(=O)O)N2C(=O)[C@@H](NC(=O)/C(=N\OC)c3csc(N)n3)[C@H]2SC1. The Y is 53.5 %.